From a dataset of Catalyst prediction with 721,799 reactions and 888 catalyst types from USPTO. Predict which catalyst facilitates the given reaction. (1) Reactant: [Cl:1][CH2:2][CH2:3][CH2:4][CH2:5][CH2:6][CH2:7][NH:8][C:9]1[C:18]2[C:13](=[CH:14][CH:15]=[CH:16][CH:17]=2)[N:12]=[CH:11][C:10]=1[NH2:19].[C:20](OCC)(OCC)(OCC)[CH3:21].Cl.N1C=CC=CC=1. Product: [Cl:1][CH2:2][CH2:3][CH2:4][CH2:5][CH2:6][CH2:7][N:8]1[C:9]2[C:18]3[CH:17]=[CH:16][CH:15]=[CH:14][C:13]=3[N:12]=[CH:11][C:10]=2[N:19]=[C:20]1[CH3:21]. The catalyst class is: 11. (2) Reactant: Cl.[CH3:2][C@@H:3]1[CH2:8][CH2:7][NH:6][CH2:5][C@@H:4]1[N:9]1[C:18]2[C:13](=[CH:14][N:15]=[C:16]3[NH:21][CH:20]=[CH:19][C:17]3=2)[C:12](=[O:22])[CH:11]=[CH:10]1.[F:23][C:24]1[C:31]([F:32])=[CH:30][CH:29]=[CH:28][C:25]=1[CH:26]=O.B.N1C=CC=CC=1C.C(=O)([O-])O.[Na+].[OH-].[Na+]. Product: [F:23][C:24]1[C:31]([F:32])=[CH:30][CH:29]=[CH:28][C:25]=1[CH2:26][N:6]1[CH2:7][CH2:8][C@@H:3]([CH3:2])[C@@H:4]([N:9]2[C:18]3[C:13](=[CH:14][N:15]=[C:16]4[NH:21][CH:20]=[CH:19][C:17]4=3)[C:12](=[O:22])[CH:11]=[CH:10]2)[CH2:5]1. The catalyst class is: 130. (3) Reactant: [Cl:1][C:2]1[CH:7]=[CH:6][C:5]([OH:8])=[C:4]([F:9])[CH:3]=1.[OH-].[K+].Cl[C:13]1[C:18]([C:19]#[N:20])=[CH:17][N:16]=[C:15]2[C:21]3[CH:27]=[CH:26][CH:25]=[CH:24][C:22]=3[O:23][C:14]=12. Product: [Cl:1][C:2]1[CH:7]=[CH:6][C:5]([O:8][C:13]2[C:18]([C:19]#[N:20])=[CH:17][N:16]=[C:15]3[C:21]4[CH:27]=[CH:26][CH:25]=[CH:24][C:22]=4[O:23][C:14]=23)=[C:4]([F:9])[CH:3]=1. The catalyst class is: 13.